From a dataset of Reaction yield outcomes from USPTO patents with 853,638 reactions. Predict the reaction yield, written as a fraction of the theoretical maximum amount of product (1.0 means a 100% yield; for example, 0.34 means a 34% yield). (1) The reactants are [F:1][C:2]1[CH:8]=[CH:7][CH:6]=[C:5]([F:9])[C:3]=1[NH2:4].[H-].[Na+].Cl[C:13]1[N:21]=[C:20]([I:22])[N:19]=[C:18]2[C:14]=1[N:15]=[CH:16][N:17]2[CH3:23].[NH4+].[Cl-]. The catalyst is CS(C)=O. The product is [F:1][C:2]1[CH:8]=[CH:7][CH:6]=[C:5]([F:9])[C:3]=1[NH:4][C:13]1[N:21]=[C:20]([I:22])[N:19]=[C:18]2[C:14]=1[N:15]=[CH:16][N:17]2[CH3:23]. The yield is 0.920. (2) The reactants are Br[C:2]1[C:3]2[C:4]3[CH:17]=[CH:16][S:15][C:5]=3[C:6](=[O:14])[NH:7][C:8]=2[CH:9]=[CH:10][C:11]=1[O:12][CH3:13].CC1(C)C(C)(C)OB([C:26]2[CH:31]=[CH:30][C:29]([CH:32]([CH3:42])[CH2:33][NH:34][C:35](=[O:41])[O:36][C:37]([CH3:40])([CH3:39])[CH3:38])=[CH:28][CH:27]=2)O1. The yield is 0.460. The product is [CH3:13][O:12][C:11]1[CH:10]=[CH:9][C:8]2[NH:7][C:6](=[O:14])[C:5]3[S:15][CH:16]=[CH:17][C:4]=3[C:3]=2[C:2]=1[C:26]1[CH:27]=[CH:28][C:29]([CH:32]([CH3:42])[CH2:33][NH:34][C:35](=[O:41])[O:36][C:37]([CH3:39])([CH3:38])[CH3:40])=[CH:30][CH:31]=1. No catalyst specified. (3) The reactants are CS([O:5][CH2:6][C:7]1[CH:8]=[C:9]2[C:14](=[CH:15][CH:16]=1)[CH:13]([C:17]([O:19][CH2:20][CH3:21])=[O:18])[N:12]([C:22]([O:24][C:25]([CH3:28])([CH3:27])[CH3:26])=[O:23])[CH2:11][CH2:10]2)(=O)=O.[CH3:29]O. No catalyst specified. The product is [CH3:29][O:5][CH2:6][C:7]1[CH:8]=[C:9]2[C:14](=[CH:15][CH:16]=1)[CH:13]([C:17]([O:19][CH2:20][CH3:21])=[O:18])[N:12]([C:22]([O:24][C:25]([CH3:28])([CH3:27])[CH3:26])=[O:23])[CH2:11][CH2:10]2. The yield is 0.400. (4) The reactants are [N+:1]([C:4]1[CH:5]=[C:6]2[C:11](=[O:12])[O:10][C:8](=O)[C:7]2=[CH:13][CH:14]=1)([O-:3])=[O:2].[CH:15]1([NH2:18])[CH2:17][CH2:16]1.C(N(CC)CC)C.C(N=C=NC(C)C)(C)C. The catalyst is C1COCC1.CN(C=O)C. The product is [CH:15]1([N:18]2[C:11](=[O:12])[C:6]3=[CH:5][C:4]([N+:1]([O-:3])=[O:2])=[CH:14][CH:13]=[C:7]3[C:8]2=[O:10])[CH2:17][CH2:16]1. The yield is 0.900. (5) The reactants are [CH2:1]([O:8][C:9](=[O:24])[CH2:10][CH2:11][C@H:12]([NH:16][C:17]([O:19][C:20]([CH3:23])([CH3:22])[CH3:21])=[O:18])[C:13]([OH:15])=[O:14])[C:2]1[CH:7]=[CH:6][CH:5]=[CH:4][CH:3]=1.[CH:25]1(O)[CH2:29][CH2:28][CH2:27][CH2:26]1.C(Cl)CCl. The catalyst is C(Cl)Cl.CN(C1C=CN=CC=1)C. The product is [C:20]([O:19][C:17]([NH:16][C@H:12]([C:13]([O:15][CH:25]1[CH2:29][CH2:28][CH2:27][CH2:26]1)=[O:14])[CH2:11][CH2:10][C:9]([O:8][CH2:1][C:2]1[CH:7]=[CH:6][CH:5]=[CH:4][CH:3]=1)=[O:24])=[O:18])([CH3:21])([CH3:23])[CH3:22]. The yield is 0.710. (6) The reactants are [Cl:1][C:2]1[N:7]=[C:6]([C:8]2[C:9]([N:28]([CH3:33])[S:29]([CH3:32])(=[O:31])=[O:30])=[CH:10][C:11]3[O:15][C:14]([C:16]4[CH:21]=[CH:20][C:19]([F:22])=[CH:18][CH:17]=4)=[C:13]([C:23]([NH:25][CH3:26])=[O:24])[C:12]=3[CH:27]=2)[CH:5]=[CH:4][C:3]=1[CH:34]=[O:35].[BH4-].[Na+].[NH4+].[Cl-]. The catalyst is C1COCC1.CO. The product is [Cl:1][C:2]1[N:7]=[C:6]([C:8]2[C:9]([N:28]([CH3:33])[S:29]([CH3:32])(=[O:31])=[O:30])=[CH:10][C:11]3[O:15][C:14]([C:16]4[CH:17]=[CH:18][C:19]([F:22])=[CH:20][CH:21]=4)=[C:13]([C:23]([NH:25][CH3:26])=[O:24])[C:12]=3[CH:27]=2)[CH:5]=[CH:4][C:3]=1[CH2:34][OH:35]. The yield is 1.00. (7) The yield is 0.964. The catalyst is CCOC(C)=O.[Pd]. The product is [CH2:35]([O:34][C@@H:10]([CH2:11][C:12]1[CH:13]=[CH:14][C:15]([O:18][C:19](=[O:33])[CH2:20][C:21]2[N:22]=[C:23]([C:27]3[CH:32]=[CH:31][CH:30]=[CH:29][CH:28]=3)[O:24][C:25]=2[CH3:26])=[CH:16][CH:17]=1)[C:9]([OH:37])=[O:8])[CH3:36]. The reactants are C([O:8][C:9](=[O:37])[C@@H:10]([O:34][CH2:35][CH3:36])[CH2:11][C:12]1[CH:17]=[CH:16][C:15]([O:18][C:19](=[O:33])[CH2:20][C:21]2[N:22]=[C:23]([C:27]3[CH:32]=[CH:31][CH:30]=[CH:29][CH:28]=3)[O:24][C:25]=2[CH3:26])=[CH:14][CH:13]=1)C1C=CC=CC=1.[H][H]. (8) The reactants are [Cl:1][C:2]1[CH:7]=[C:6]([CH:8](O)[CH3:9])[CH:5]=[CH:4][N:3]=1.C(N(S(F)(F)[F:17])CC)C.C(=O)([O-])O.[Na+]. The catalyst is ClCCl.O. The product is [Cl:1][C:2]1[CH:7]=[C:6]([CH:8]([F:17])[CH3:9])[CH:5]=[CH:4][N:3]=1. The yield is 0.710.